From a dataset of Reaction yield outcomes from USPTO patents with 853,638 reactions. Predict the reaction yield, written as a fraction of the theoretical maximum amount of product (1.0 means a 100% yield; for example, 0.34 means a 34% yield). (1) The yield is 0.840. The catalyst is C(Cl)Cl. The reactants are [NH2:1][C:2]1[CH:7]=[CH:6][CH:5]=[CH:4][C:3]=1[S:8]([NH:11][CH:12]1[CH2:14][CH2:13]1)(=[O:10])=[O:9].C1N=CN([C:20](N2C=NC=C2)=[O:21])C=1. The product is [CH:12]1([N:11]2[C:20](=[O:21])[NH:1][C:2]3[CH:7]=[CH:6][CH:5]=[CH:4][C:3]=3[S:8]2(=[O:10])=[O:9])[CH2:14][CH2:13]1. (2) The reactants are [NH2:1][C:2]1[C:7]([N+:8]([O-:10])=[O:9])=[CH:6][C:5](Br)=[CH:4][N:3]=1.[CH3:12][C:13]([O:16][C:17]([N:19]1[CH2:25][C:24]2[CH:26]=[C:27](B(O)O)[CH:28]=[CH:29][C:23]=2[O:22][CH2:21][CH2:20]1)=[O:18])([CH3:15])[CH3:14].ClCCl.C(N(C(C)C)CC)(C)C. The catalyst is O1CCOCC1. The product is [NH2:1][C:2]1[N:3]=[CH:4][C:5]([C:27]2[CH:28]=[CH:29][C:23]3[O:22][CH2:21][CH2:20][N:19]([C:17]([O:16][C:13]([CH3:14])([CH3:12])[CH3:15])=[O:18])[CH2:25][C:24]=3[CH:26]=2)=[CH:6][C:7]=1[N+:8]([O-:10])=[O:9]. The yield is 0.480.